From a dataset of Reaction yield outcomes from USPTO patents with 853,638 reactions. Predict the reaction yield, written as a fraction of the theoretical maximum amount of product (1.0 means a 100% yield; for example, 0.34 means a 34% yield). (1) The reactants are IC.[Cl:3][C:4]1[N:9]=[C:8]([NH:10][C:11]2[CH:12]=[C:13]([CH2:18][OH:19])[CH:14]=[CH:15][C:16]=2[CH3:17])[CH:7]=[CH:6][N:5]=1.[C:20]([O-])([O-])=O.[Cs+].[Cs+]. The yield is 0.610. The product is [Cl:3][C:4]1[N:9]=[C:8]([N:10]([CH3:20])[C:11]2[CH:12]=[C:13]([CH2:18][OH:19])[CH:14]=[CH:15][C:16]=2[CH3:17])[CH:7]=[CH:6][N:5]=1. The catalyst is CN(C=O)C. (2) The reactants are [C:1]([C:4]1[C:22](=[O:23])[C@@:8]2([CH3:24])[C:9]3[C:15]([OH:16])=[CH:14][C:13]([O:17][CH3:18])=[C:12]([C:19]([NH2:21])=[O:20])[C:10]=3[O:11][C:7]2=[CH:6][C:5]=1[OH:25])(=[O:3])[CH3:2].[O:26]1[C:31]2[CH:32]=[CH:33][CH:34]=[C:35]([CH:36]=O)[C:30]=2[O:29][CH2:28][CH2:27]1.C([SiH](CC)CC)C.FC(F)(F)C(O)=O. The catalyst is C(#N)C. The product is [C:1]([C:4]1[C:22](=[O:23])[C@@:8]2([CH3:24])[C:9]3[C:15]([OH:16])=[CH:14][C:13]([O:17][CH3:18])=[C:12]([C:19]([NH:21][CH2:36][C:35]4[C:30]5[O:29][CH2:28][CH2:27][O:26][C:31]=5[CH:32]=[CH:33][CH:34]=4)=[O:20])[C:10]=3[O:11][C:7]2=[CH:6][C:5]=1[OH:25])(=[O:3])[CH3:2]. The yield is 0.800. (3) The reactants are [Cl:1][C:2]1[CH:3]=[C:4]([CH:7]=[C:8]([OH:11])[C:9]=1[OH:10])[CH:5]=[O:6].[C:12]([O-])([O-])=O.[Cs+].[Cs+].O. The catalyst is CN(C=O)C. The product is [Cl:1][C:2]1[C:9]2[O:10][CH2:12][O:11][C:8]=2[CH:7]=[C:4]([CH:5]=[O:6])[CH:3]=1. The yield is 0.700. (4) The reactants are [CH3:1][CH:2]1[C:7](=O)[CH2:6][CH2:5][O:4][CH2:3]1.[C:9]1([CH2:15][NH2:16])[CH:14]=[CH:13][CH:12]=[CH:11][CH:10]=1.C(O)(=O)C.[BH3-]C#N.[Na+]. The catalyst is CO. The product is [CH2:15]([NH:16][C@@H:7]1[CH2:6][CH2:5][O:4][CH2:3][C@H:2]1[CH3:1])[C:9]1[CH:14]=[CH:13][CH:12]=[CH:11][CH:10]=1.[CH2:15]([NH:16][C@H:7]1[CH2:6][CH2:5][O:4][CH2:3][C@H:2]1[CH3:1])[C:9]1[CH:14]=[CH:13][CH:12]=[CH:11][CH:10]=1. The yield is 0.120.